Dataset: Full USPTO retrosynthesis dataset with 1.9M reactions from patents (1976-2016). Task: Predict the reactants needed to synthesize the given product. (1) Given the product [OH:27][CH:28]([CH2:41][OH:42])[CH2:29][NH:30][C:31](=[O:32])[C:33]1[CH:40]=[CH:39][C:36]([C:37]2[NH:10][C:9]3[CH:8]=[CH:7][C:6]([NH:13][C:14](=[O:26])[C:15]4[CH:20]=[CH:19][C:18]([N:21]5[CH2:25][CH2:24][CH2:23][CH2:22]5)=[CH:17][CH:16]=4)=[CH:5][C:4]=3[N:1]=2)=[CH:35][CH:34]=1, predict the reactants needed to synthesize it. The reactants are: [N+:1]([C:4]1[CH:5]=[C:6]([NH:13][C:14](=[O:26])[C:15]2[CH:20]=[CH:19][C:18]([N:21]3[CH2:25][CH2:24][CH2:23][CH2:22]3)=[CH:17][CH:16]=2)[CH:7]=[CH:8][C:9]=1[N+:10]([O-])=O)([O-])=O.[OH:27][CH:28]([CH2:41][OH:42])[CH2:29][NH:30][C:31]([C:33]1[CH:40]=[CH:39][C:36]([CH:37]=O)=[CH:35][CH:34]=1)=[O:32]. (2) Given the product [CH3:22][O:21][CH2:20][CH2:19][O:14][C:11]1[CH:12]=[CH:13][C:8]([NH2:7])=[C:9]([N+:15]([O-:17])=[O:16])[CH:10]=1, predict the reactants needed to synthesize it. The reactants are: C(=O)([O-])[O-].[K+].[K+].[NH2:7][C:8]1[CH:13]=[CH:12][C:11]([OH:14])=[CH:10][C:9]=1[N+:15]([O-:17])=[O:16].Br[CH2:19][CH2:20][O:21][CH3:22].